This data is from Retrosynthesis with 50K atom-mapped reactions and 10 reaction types from USPTO. The task is: Predict the reactants needed to synthesize the given product. (1) Given the product COC(=O)c1ccc(C[C@@H]2CC[C@H]([C@H](O[Si](C)(C)C(C)(C)C)c3ccccc3)N2C(=O)OC(C)(C)C)cc1, predict the reactants needed to synthesize it. The reactants are: CC(C)(C)OC(=O)OC(=O)OC(C)(C)C.COC(=O)c1ccc(C[C@@H]2CC[C@H]([C@H](O[Si](C)(C)C(C)(C)C)c3ccccc3)N2)cc1. (2) Given the product COCn1c(=O)c2c(c3c(OC)cc(CO)cc31)NCCC2, predict the reactants needed to synthesize it. The reactants are: CCOC(=O)c1cc(OC)c2c3c(c(=O)n(COC)c2c1)CCCN3.